This data is from Full USPTO retrosynthesis dataset with 1.9M reactions from patents (1976-2016). The task is: Predict the reactants needed to synthesize the given product. (1) Given the product [Cl:8][C:6]1[N:5]=[C:4]([CH3:9])[N:3]=[C:2]([CH:12]=[CH:11][C:10]([O:14][CH3:15])=[O:13])[CH:7]=1, predict the reactants needed to synthesize it. The reactants are: Cl[C:2]1[CH:7]=[C:6]([Cl:8])[N:5]=[C:4]([CH3:9])[N:3]=1.[C:10]([O:14][CH3:15])(=[O:13])[CH:11]=[CH2:12].C(N(C(C)C)C(C)C)C.O. (2) Given the product [OH:8][C:4]1[CH:3]=[C:2]([Br:1])[CH:7]=[CH:6][C:5]=1[CH:19]=[O:20], predict the reactants needed to synthesize it. The reactants are: [Br:1][C:2]1[CH:3]=[C:4]([OH:8])[CH:5]=[CH:6][CH:7]=1.C(N(CC)CC)C.[Cl-].[Mg+2].[Cl-].[CH2:19]=[O:20].Cl. (3) Given the product [CH3:1][O:2][C:3]1[CH:4]=[C:5]2[C:10](=[CH:11][C:12]=1[O:13][CH3:14])[N:9]=[CH:8][CH:7]=[C:6]2[O:15][C:16]1[C:22]([CH3:23])=[CH:21][C:19]([NH:20][C:29](=[O:35])[O:28][CH2:26][C:38]2[CH:39]=[CH:40][CH:41]=[CH:42][N:37]=2)=[C:18]([CH3:24])[CH:17]=1, predict the reactants needed to synthesize it. The reactants are: [CH3:1][O:2][C:3]1[CH:4]=[C:5]2[C:10](=[CH:11][C:12]=1[O:13][CH3:14])[N:9]=[CH:8][CH:7]=[C:6]2[O:15][C:16]1[C:22]([CH3:23])=[CH:21][C:19]([NH2:20])=[C:18]([CH3:24])[CH:17]=1.Cl[C:26](Cl)([O:28][C:29](=[O:35])OC(Cl)(Cl)Cl)Cl.[N:37]1[CH:42]=[CH:41][CH:40]=[CH:39][C:38]=1CO.C(=O)(O)[O-].[Na+]. (4) Given the product [OH:11][CH2:10][C@H:9]([NH:8][C:6](=[O:7])[O:5][C:1]([CH3:3])([CH3:2])[CH3:4])[CH:14]1[CH2:19][CH2:18][N:17]([C:20]2[N:25]=[C:24]([C:26]3[CH:35]=[CH:34][C:33]4[C:28](=[CH:29][CH:30]=[CH:31][CH:32]=4)[CH:27]=3)[CH:23]=[CH:22][N:21]=2)[CH2:16][CH2:15]1, predict the reactants needed to synthesize it. The reactants are: [C:1]([O:5][C:6]([NH:8][C@H:9]([CH:14]1[CH2:19][CH2:18][N:17]([C:20]2[N:25]=[C:24]([C:26]3[CH:35]=[CH:34][C:33]4[C:28](=[CH:29][CH:30]=[CH:31][CH:32]=4)[CH:27]=3)[CH:23]=[CH:22][N:21]=2)[CH2:16][CH2:15]1)[C:10](OC)=[O:11])=[O:7])([CH3:4])([CH3:3])[CH3:2].[Li+].[BH4-]. (5) Given the product [C:8]([C:12]1[N:13]=[C:14]2[CH:19]=[C:18]([C:20]([O:22][CH2:23][CH3:24])=[O:21])[CH:17]=[C:16]([CH3:25])[N:15]2[C:26]=1[CH2:27][CH:29]1[CH2:30][CH2:31][C:32]([F:36])([F:35])[CH2:33][CH2:34]1)([CH3:9])([CH3:10])[CH3:11], predict the reactants needed to synthesize it. The reactants are: [I-].[Na+].Cl[Si](Cl)(C)C.[C:8]([C:12]1[N:13]=[C:14]2[CH:19]=[C:18]([C:20]([O:22][CH2:23][CH3:24])=[O:21])[CH:17]=[C:16]([CH3:25])[N:15]2[C:26]=1[CH:27]([CH:29]1[CH2:34][CH2:33][C:32]([F:36])([F:35])[CH2:31][CH2:30]1)O)([CH3:11])([CH3:10])[CH3:9].C(=O)([O-])O.[Na+].S([O-])([O-])(=O)=S.[Na+].[Na+].